Dataset: NCI-60 drug combinations with 297,098 pairs across 59 cell lines. Task: Regression. Given two drug SMILES strings and cell line genomic features, predict the synergy score measuring deviation from expected non-interaction effect. (1) Drug 1: C#CCC(CC1=CN=C2C(=N1)C(=NC(=N2)N)N)C3=CC=C(C=C3)C(=O)NC(CCC(=O)O)C(=O)O. Drug 2: CC1CCCC2(C(O2)CC(NC(=O)CC(C(C(=O)C(C1O)C)(C)C)O)C(=CC3=CSC(=N3)C)C)C. Cell line: HT29. Synergy scores: CSS=66.5, Synergy_ZIP=3.01, Synergy_Bliss=2.41, Synergy_Loewe=1.41, Synergy_HSA=1.89. (2) Drug 1: C1=NC2=C(N=C(N=C2N1C3C(C(C(O3)CO)O)F)Cl)N. Drug 2: CC(C)NC(=O)C1=CC=C(C=C1)CNNC.Cl. Cell line: SF-539. Synergy scores: CSS=1.93, Synergy_ZIP=2.13, Synergy_Bliss=3.41, Synergy_Loewe=0.314, Synergy_HSA=-1.21.